Dataset: Forward reaction prediction with 1.9M reactions from USPTO patents (1976-2016). Task: Predict the product of the given reaction. (1) Given the reactants [OH:1][C:2]1[CH:3]=[C:4]([CH:19]=[CH:20][CH:21]=1)[O:5][CH2:6][CH2:7][N:8]1[C:16](=[O:17])[C:15]2[C:10](=[CH:11][CH:12]=[CH:13][CH:14]=2)[C:9]1=[O:18].[C:22]([Si:26]([CH3:35])([CH3:34])[O:27][CH2:28][CH2:29][CH2:30][CH2:31][CH2:32]O)([CH3:25])([CH3:24])[CH3:23], predict the reaction product. The product is: [Si:26]([O:27][CH2:28][CH2:29][CH2:30][CH2:31][CH2:32][O:1][C:2]1[CH:3]=[C:4]([CH:19]=[CH:20][CH:21]=1)[O:5][CH2:6][CH2:7][N:8]1[C:9](=[O:18])[C:10]2[C:15](=[CH:14][CH:13]=[CH:12][CH:11]=2)[C:16]1=[O:17])([C:22]([CH3:23])([CH3:24])[CH3:25])([CH3:34])[CH3:35]. (2) Given the reactants [OH:1][C@@H:2]([C@H:4]1[C:10](=[O:11])[N:9]2[C@@H:5]1[C@@H:6]([CH3:53])[C:7]([S:25][C@@H:26]1[CH2:30][CH2:29][O:28][C@@H:27]1[CH2:31][NH:32][C:33](=[O:52])[C@@H:34]([NH:38]C(OCC1C=CC([N+]([O-])=O)=CC=1)=O)[CH:35]([CH3:37])[CH3:36])=[C:8]2[C:12]([O:14]CC1C=CC([N+]([O-])=O)=CC=1)=[O:13])[CH3:3].C(O)CCC, predict the reaction product. The product is: [NH2:38][C@@H:34]([CH:35]([CH3:37])[CH3:36])[C:33]([NH:32][CH2:31][C@@H:27]1[C@H:26]([S:25][C:7]2[C@H:6]([CH3:53])[C@H:5]3[N:9]([C:10](=[O:11])[C@@H:4]3[C@H:2]([OH:1])[CH3:3])[C:8]=2[C:12]([OH:14])=[O:13])[CH2:30][CH2:29][O:28]1)=[O:52]. (3) Given the reactants [CH:1]([O-])([O-])OC.[Cl:6][C:7]1[CH:27]=[C:26]([Cl:28])[CH:25]=[CH:24][C:8]=1[CH2:9][NH:10][C:11]1[C:16]([C:17]([NH2:19])=[O:18])=[C:15]([NH:20][NH2:21])[N:14]=[C:13]([S:22][CH3:23])[N:12]=1, predict the reaction product. The product is: [Cl:6][C:7]1[CH:27]=[C:26]([Cl:28])[CH:25]=[CH:24][C:8]=1[CH2:9][NH:10][C:11]1[N:12]=[C:13]([S:22][CH3:23])[N:14]2[CH:1]=[N:21][N:20]=[C:15]2[C:16]=1[C:17]([NH2:19])=[O:18]. (4) Given the reactants [Br:1][C:2]1[CH:7]=[CH:6][C:5]([CH2:8][C:9]([OH:11])=O)=[CH:4][CH:3]=1.C1C=CC2N(O)N=NC=2C=1.CCN=C=NCCCN(C)C.[NH2:33][C:34]1[CH:38]=[C:37]([C:39]([CH3:42])([CH3:41])[CH3:40])[O:36][N:35]=1, predict the reaction product. The product is: [Br:1][C:2]1[CH:3]=[CH:4][C:5]([CH2:8][C:9]([NH:33][C:34]2[CH:38]=[C:37]([C:39]([CH3:42])([CH3:41])[CH3:40])[O:36][N:35]=2)=[O:11])=[CH:6][CH:7]=1. (5) Given the reactants [Cl-].[Cl:2][C:3]1[CH:8]=[CH:7][C:6]([C:9](=[O:32])[CH2:10][NH+:11]2[CH2:16][CH2:15][CH:14]([N:17]3[C:21]4[CH:22]=[C:23]([F:30])[C:24]([C:26]([O:28][CH3:29])=[O:27])=[CH:25][C:20]=4[NH:19][C:18]3=[O:31])[CH2:13][CH2:12]2)=[CH:5][CH:4]=1.[BH4-].[Na+], predict the reaction product. The product is: [Cl-:2].[Cl:2][C:3]1[CH:8]=[CH:7][C:6]([CH:9]([OH:32])[CH2:10][NH+:11]2[CH2:12][CH2:13][CH:14]([N:17]3[C:21]4[CH:22]=[C:23]([F:30])[C:24]([C:26]([O:28][CH3:29])=[O:27])=[CH:25][C:20]=4[NH:19][C:18]3=[O:31])[CH2:15][CH2:16]2)=[CH:5][CH:4]=1. (6) Given the reactants C([Si](C1C=CC=CC=1)(C1C=CC=CC=1)[O:6][C@@H:7]1[CH2:27][N:10]2[C:11](=[O:26])[N:12]([C:14]3[CH:19]=[CH:18][C:17]([O:20][CH2:21][C:22]([F:25])([F:24])[F:23])=[CH:16][CH:15]=3)[CH2:13][C@H:9]2[CH2:8]1)(C)(C)C.CCCC[N+](CCCC)(CCCC)CCCC.[F-], predict the reaction product. The product is: [OH:6][C@@H:7]1[CH2:27][N:10]2[C:11](=[O:26])[N:12]([C:14]3[CH:15]=[CH:16][C:17]([O:20][CH2:21][C:22]([F:25])([F:23])[F:24])=[CH:18][CH:19]=3)[CH2:13][C@H:9]2[CH2:8]1. (7) Given the reactants [BH4-].[Na+].[CH2:3]([O:10][C:11]([CH:13]1[CH2:18][CH2:17][CH:16]([CH2:19][CH:20]=[O:21])[CH2:15][CH2:14]1)=[O:12])[C:4]1[CH:9]=[CH:8][CH:7]=[CH:6][CH:5]=1, predict the reaction product. The product is: [CH2:3]([O:10][C:11]([CH:13]1[CH2:18][CH2:17][CH:16]([CH2:19][CH2:20][OH:21])[CH2:15][CH2:14]1)=[O:12])[C:4]1[CH:9]=[CH:8][CH:7]=[CH:6][CH:5]=1.